Dataset: Reaction yield outcomes from USPTO patents with 853,638 reactions. Task: Predict the reaction yield, written as a fraction of the theoretical maximum amount of product (1.0 means a 100% yield; for example, 0.34 means a 34% yield). (1) The reactants are Cl.[CH2:2]1[C:6]2([CH2:10][CH2:9][NH:8][CH2:7]2)[CH2:5][CH2:4][O:3]1.C(N(CC)CC)C.[CH3:18][O:19][C:20]1[CH:25]=[CH:24][C:23]([C:26]2[O:30][C:29]([C:31]([N:33]3[CH2:36][CH:35]([O:37][C:38]4[CH:45]=[CH:44][C:41]([CH:42]=O)=[CH:40][CH:39]=4)[CH2:34]3)=[O:32])=[N:28][N:27]=2)=[CH:22][CH:21]=1.[Na].C([O-])(O)=O.[Na+]. The product is [CH2:2]1[C:6]2([CH2:10][CH2:9][N:8]([CH2:42][C:41]3[CH:40]=[CH:39][C:38]([O:37][CH:35]4[CH2:36][N:33]([C:31]([C:29]5[O:30][C:26]([C:23]6[CH:24]=[CH:25][C:20]([O:19][CH3:18])=[CH:21][CH:22]=6)=[N:27][N:28]=5)=[O:32])[CH2:34]4)=[CH:45][CH:44]=3)[CH2:7]2)[CH2:5][CH2:4][O:3]1. The catalyst is ClCCl. The yield is 0.460. (2) The reactants are C[O:2][C:3]([C:5]1[CH:15]=[CH:14][C:8]2[O:9][C:10]([F:13])([F:12])[O:11][C:7]=2[CH:6]=1)=O.[H-].[Al+3].[Li+].[H-].[H-].[H-].O.[OH-].[Na+]. The catalyst is O1CCCC1. The product is [F:13][C:10]1([F:12])[O:9][C:8]2[CH:14]=[CH:15][C:5]([CH2:3][OH:2])=[CH:6][C:7]=2[O:11]1. The yield is 0.760. (3) The reactants are [Cl:1][C:2]1[C:3]2[C:12]([F:13])=[CH:11][CH:10]=[CH:9][C:4]=2[S:5][C:6]=1[CH:7]=O.[BH4-].[Na+].[CH3:16][NH2:17]. The catalyst is CO. The product is [Cl:1][C:2]1[C:3]2[C:12]([F:13])=[CH:11][CH:10]=[CH:9][C:4]=2[S:5][C:6]=1[CH2:7][NH:17][CH3:16]. The yield is 0.480. (4) The reactants are [C:1]([C:3]1[C:11]2[C:6](=[CH:7][C:8]([O:12][CH2:13][CH2:14][CH2:15]I)=[CH:9][CH:10]=2)[N:5]([CH:17]2[CH2:20][CH2:19][CH2:18]2)[C:4]=1[C:21]1[CH:26]=[CH:25][C:24]([NH:27][C:28]([NH:30][CH:31]([CH3:33])[CH3:32])=[O:29])=[CH:23][CH:22]=1)#[N:2].[NH:34]1[CH:38]=[N:37][CH:36]=[N:35]1.[Na]. The catalyst is CN(C=O)C. The product is [C:1]([C:3]1[C:11]2[C:6](=[CH:7][C:8]([O:12][CH2:13][CH2:14][CH2:15][N:34]3[CH:38]=[N:37][CH:36]=[N:35]3)=[CH:9][CH:10]=2)[N:5]([CH:17]2[CH2:20][CH2:19][CH2:18]2)[C:4]=1[C:21]1[CH:26]=[CH:25][C:24]([NH:27][C:28]([NH:30][CH:31]([CH3:33])[CH3:32])=[O:29])=[CH:23][CH:22]=1)#[N:2]. The yield is 0.400. (5) The reactants are [F:1][C:2]1[CH:7]=[CH:6][N:5]=[C:4]2[N:8]([Si:11]([CH:18]([CH3:20])[CH3:19])([CH:15]([CH3:17])[CH3:16])[CH:12]([CH3:14])[CH3:13])[CH:9]=[CH:10][C:3]=12.C([Li])(CC)C.[Br:26]C(Br)(Br)Br. The catalyst is C1COCC1. The product is [Br:26][C:7]1[C:2]([F:1])=[C:3]2[CH:10]=[CH:9][N:8]([Si:11]([CH:15]([CH3:17])[CH3:16])([CH:18]([CH3:20])[CH3:19])[CH:12]([CH3:13])[CH3:14])[C:4]2=[N:5][CH:6]=1. The yield is 0.840. (6) The reactants are [Cl:1][C:2]1[C:10]([C:11]([OH:13])=[O:12])=[CH:9][CH:8]=[C:7]2[C:3]=1[C:4](=O)[C:5](=[O:14])[NH:6]2.[OH:16][C:17]1[N:22]=[CH:21][C:20]([CH2:23][C:24]([NH:26][NH2:27])=[O:25])=[CH:19][CH:18]=1. No catalyst specified. The product is [Cl:1][C:2]1[C:10]([C:11]([OH:13])=[O:12])=[CH:9][CH:8]=[C:7]2[C:3]=1/[C:4](=[N:27]/[NH:26][C:24](=[O:25])[CH2:23][C:20]1[CH:21]=[N:22][C:17]([OH:16])=[CH:18][CH:19]=1)/[C:5](=[O:14])[NH:6]2. The yield is 0.720. (7) The reactants are [Cl:1][C:2]1[CH:3]=[CH:4][CH:5]=[C:6]2[C:11]=1[C:10]([CH2:12][C:13]1[CH:14]=[CH:15][C:16]([F:22])=[C:17]([CH:21]=1)[C:18](O)=[O:19])=[N:9][NH:8][C:7]2=[O:23].[CH3:24][O:25][CH:26]1[CH2:31][CH2:30][NH:29][CH2:28][CH2:27]1.CCN(C(C)C)C(C)C. The catalyst is CN(C=O)C. The product is [Cl:1][C:2]1[CH:3]=[CH:4][CH:5]=[C:6]2[C:11]=1[C:10]([CH2:12][C:13]1[CH:14]=[CH:15][C:16]([F:22])=[C:17]([C:18]([N:29]3[CH2:30][CH2:31][CH:26]([O:25][CH3:24])[CH2:27][CH2:28]3)=[O:19])[CH:21]=1)=[N:9][NH:8][C:7]2=[O:23]. The yield is 0.387. (8) The reactants are [F:1][C:2]1[CH:3]=[C:4]([CH:8]=[CH:9][N:10]=1)[C:5]([OH:7])=[O:6].IC1C=C2C(=CC=1)N=C(C(O[C:25]1[CH:30]=[CH:29][C:28]([N+:31]([O-:33])=[O:32])=[CH:27][CH:26]=1)=O)C=N2. No catalyst specified. The product is [F:1][C:2]1[CH:3]=[C:4]([CH:8]=[CH:9][N:10]=1)[C:5]([O:7][C:25]1[CH:30]=[CH:29][C:28]([N+:31]([O-:33])=[O:32])=[CH:27][CH:26]=1)=[O:6]. The yield is 0.610. (9) The reactants are [N:1]1[CH:6]=[CH:5][CH:4]=[CH:3][C:2]=1[C:7]([OH:9])=O.[NH2:10][C@@H:11]([CH3:27])[CH2:12][N:13]1[CH:17]=[CH:16][C:15]([C:18]2[CH:25]=[CH:24][C:21]([C:22]#[N:23])=[C:20]([Cl:26])[CH:19]=2)=[N:14]1. No catalyst specified. The product is [Cl:26][C:20]1[CH:19]=[C:18]([C:15]2[CH:16]=[CH:17][N:13]([CH2:12][C@@H:11]([NH:10][C:7](=[O:9])[C:2]3[CH:3]=[CH:4][CH:5]=[CH:6][N:1]=3)[CH3:27])[N:14]=2)[CH:25]=[CH:24][C:21]=1[C:22]#[N:23]. The yield is 0.737.